Dataset: hERG Central: cardiac toxicity at 1µM, 10µM, and general inhibition. Task: Predict hERG channel inhibition at various concentrations. (1) The molecule is O=[N+]([O-])c1ccc(S(=O)(=O)N(CC(O)CN2CCCCC2)c2ccccc2)cc1. Results: hERG_inhib (hERG inhibition (general)): blocker. (2) The molecule is CN1CCN(c2nc(-c3cccs3)nc3ccccc23)CC1. Results: hERG_inhib (hERG inhibition (general)): blocker. (3) The drug is CSCCC(NC(=O)c1ccc(Cl)cc1Cl)C(=O)NNC(=O)c1csc(N2CCOCC2)n1. Results: hERG_inhib (hERG inhibition (general)): blocker. (4) The molecule is O=C(c1ccco1)N(Cc1cccc(Cl)c1)C1CCS(=O)(=O)C1. Results: hERG_inhib (hERG inhibition (general)): blocker. (5) The drug is O=P(CCCCCCCCCP(=O)(c1ccccc1)c1ccccc1)(c1ccccc1)c1ccccc1. Results: hERG_inhib (hERG inhibition (general)): blocker. (6) The drug is Cc1ccccc1-c1nc(CN2CCC(C(=O)N3CCN(c4ccccn4)CC3)CC2)c(C)o1. Results: hERG_inhib (hERG inhibition (general)): blocker.